Dataset: Merck oncology drug combination screen with 23,052 pairs across 39 cell lines. Task: Regression. Given two drug SMILES strings and cell line genomic features, predict the synergy score measuring deviation from expected non-interaction effect. Drug 1: CCC1(O)CC2CN(CCc3c([nH]c4ccccc34)C(C(=O)OC)(c3cc4c(cc3OC)N(C)C3C(O)(C(=O)OC)C(OC(C)=O)C5(CC)C=CCN6CCC43C65)C2)C1. Drug 2: O=C(O)C1(Cc2cccc(Nc3nccs3)n2)CCC(Oc2cccc(Cl)c2F)CC1. Cell line: LOVO. Synergy scores: synergy=6.48.